From a dataset of Forward reaction prediction with 1.9M reactions from USPTO patents (1976-2016). Predict the product of the given reaction. (1) The product is: [NH2:67][C:64]1[N:35]=[CH:33][C:34](/[CH:20]=[CH:19]/[C:18]([N:17]([CH3:16])[CH2:22][C:23]2[O:24][C:25]3[CH:32]=[CH:31][CH:30]=[CH:29][C:26]=3[C:27]=2[CH3:28])=[O:21])=[CH:66][C:65]=1[O:8][CH2:7][C:3]1[CH:2]=[N:1][CH:6]=[CH:5][CH:4]=1. Given the reactants [N:1]1[CH:6]=[CH:5][CH:4]=[C:3]([CH2:7][O:8]NC2C=CC=CN=2)[CH:2]=1.[CH3:16][N:17]([CH2:22][C:23]1[O:24][C:25]2[CH:32]=[CH:31][CH:30]=[CH:29][C:26]=2[C:27]=1[CH3:28])[C:18](=[O:21])[CH:19]=[CH2:20].[CH2:33]([N:35](C(C)C)C(C)C)[CH3:34].CC1C=CC=CC=1P(C1C=CC=CC=1C)C1C=CC=CC=1C.[C:64](#[N:67])[CH2:65][CH3:66], predict the reaction product. (2) Given the reactants [CH3:1][C@H:2]1[NH:7][C@@H:6]([CH3:8])[CH2:5][N:4]([C:9]2[C:10]([O:28][CH3:29])=[CH:11][C:12]([O:26][CH3:27])=[C:13]([NH:15][S:16]([C:19]3[CH:24]=[CH:23][C:22](I)=[CH:21][CH:20]=3)(=[O:18])=[O:17])[CH:14]=2)[CH2:3]1.[S:30]1[CH:34]=[CH:33][CH:32]=[C:31]1B(O)O, predict the reaction product. The product is: [CH3:1][C@H:2]1[NH:7][C@@H:6]([CH3:8])[CH2:5][N:4]([C:9]2[C:10]([O:28][CH3:29])=[CH:11][C:12]([O:26][CH3:27])=[C:13]([NH:15][S:16]([C:19]3[CH:24]=[CH:23][C:22]([C:31]4[S:30][CH:34]=[CH:33][CH:32]=4)=[CH:21][CH:20]=3)(=[O:18])=[O:17])[CH:14]=2)[CH2:3]1. (3) The product is: [F:1][C:2]1[CH:7]=[C:6]([N+:8]([O-:10])=[O:9])[CH:5]=[CH:4][C:3]=1[CH:11]=[O:12]. Given the reactants [F:1][C:2]1[CH:7]=[C:6]([N+:8]([O-:10])=[O:9])[CH:5]=[CH:4][C:3]=1[CH2:11][OH:12], predict the reaction product.